This data is from Forward reaction prediction with 1.9M reactions from USPTO patents (1976-2016). The task is: Predict the product of the given reaction. Given the reactants [CH3:1][O:2][CH2:3][CH2:4][NH:5][CH3:6].C(N(CC)CC)C.Cl[C:15](=[O:21])[C:16]([O:18][CH2:19][CH3:20])=[O:17], predict the reaction product. The product is: [CH2:19]([O:18][C:16](=[O:17])[C:15]([N:5]([CH2:4][CH2:3][O:2][CH3:1])[CH3:6])=[O:21])[CH3:20].